From a dataset of Catalyst prediction with 721,799 reactions and 888 catalyst types from USPTO. Predict which catalyst facilitates the given reaction. (1) Reactant: [CH3:1][C:2]1[O:8][CH:7]=[C:6]([OH:9])[C:4](=[O:5])[CH:3]=1.C(N(CC)CC)C.[O:17]1[CH:21]=[CH:20][CH:19]=[C:18]1[C:22](Cl)=[O:23]. Product: [O:17]1[CH:21]=[CH:20][CH:19]=[C:18]1[C:22]([O:9][C:6]1[C:4](=[O:5])[CH:3]=[C:2]([CH3:1])[O:8][CH:7]=1)=[O:23]. The catalyst class is: 1. (2) Reactant: [CH:1]1([CH2:6][CH:7]([C:9]2[C:13]3[CH:14]=[CH:15][CH:16]=[CH:17][C:12]=3[O:11][C:10]=2[C:18]2[CH:27]=[CH:26][C:25]3[C:20](=[CH:21][CH:22]=[C:23]([O:28][CH3:29])[CH:24]=3)[CH:19]=2)O)[CH2:5][CH2:4][CH2:3][CH2:2]1.C([SiH](CC)CC)C.FC(F)(F)C(O)=O. Product: [CH:1]1([CH2:6][CH2:7][C:9]2[C:13]3[CH:14]=[CH:15][CH:16]=[CH:17][C:12]=3[O:11][C:10]=2[C:18]2[CH:27]=[CH:26][C:25]3[C:20](=[CH:21][CH:22]=[C:23]([O:28][CH3:29])[CH:24]=3)[CH:19]=2)[CH2:5][CH2:4][CH2:3][CH2:2]1. The catalyst class is: 2. (3) Reactant: [C:1]([O:5][C:6]([NH:8][CH:9]([CH2:13][C:14]1[CH:19]=[CH:18][C:17]([I:20])=[CH:16][CH:15]=1)[C:10]([OH:12])=[O:11])=[O:7])([CH3:4])([CH3:3])[CH3:2].[C:21]([O-])([O-])=O.[K+].[K+].IC. Product: [CH3:21][O:11][C:10](=[O:12])[CH:9]([NH:8][C:6]([O:5][C:1]([CH3:4])([CH3:2])[CH3:3])=[O:7])[CH2:13][C:14]1[CH:19]=[CH:18][C:17]([I:20])=[CH:16][CH:15]=1. The catalyst class is: 3. (4) Reactant: [C:1]([CH:3]1[CH2:6][C:5]2([CH2:10][CH2:9][N:8]([C:11]([O:13][C:14]([CH3:17])([CH3:16])[CH3:15])=[O:12])[CH2:7]2)[CH2:4]1)#[N:2].[OH-].[Na+]. Product: [NH2:2][CH2:1][CH:3]1[CH2:4][C:5]2([CH2:10][CH2:9][N:8]([C:11]([O:13][C:14]([CH3:17])([CH3:16])[CH3:15])=[O:12])[CH2:7]2)[CH2:6]1. The catalyst class is: 470. (5) Reactant: [CH2:1]([C:3]1[S:7][C:6]([C:8](=[O:10])[CH3:9])=[C:5]2[CH2:11][CH2:12][C:13]([CH3:16])([CH3:15])[CH2:14][C:4]=12)[CH3:2].[CH:17]([C:19]1[CH:24]=[C:23]([CH3:25])[C:22]([CH2:26][CH2:27][C:28]([OH:30])=[O:29])=[C:21]([CH3:31])[CH:20]=1)=O.[OH-].[Na+]. Product: [CH2:1]([C:3]1[S:7][C:6]([C:8](=[O:10])[CH:9]=[CH:17][C:19]2[CH:24]=[C:23]([CH3:25])[C:22]([CH2:26][CH2:27][C:28]([OH:30])=[O:29])=[C:21]([CH3:31])[CH:20]=2)=[C:5]2[CH2:11][CH2:12][C:13]([CH3:15])([CH3:16])[CH2:14][C:4]=12)[CH3:2]. The catalyst class is: 240. (6) Reactant: [CH2:1]([CH:3]([CH2:42][CH2:43][CH2:44][CH3:45])[CH2:4][N:5]1[C:17]2[C:12](=[CH:13][C:14]([C:22](=[O:32])[C:23]3[C:28]([CH3:29])=[CH:27][C:26]([CH3:30])=[CH:25][C:24]=3[CH3:31])=[C:15]3[CH:21]=[CH:20][CH:19]=[CH:18][C:16]3=2)[C:11]2[C:6]1=[CH:7][CH:8]=[C:9]([C:33](=[O:41])[CH2:34][C:35]1[CH:40]=[CH:39][CH:38]=[CH:37][CH:36]=1)[CH:10]=2)[CH3:2].[N:46](OCCC(C)C)=[O:47]. Product: [CH2:1]([CH:3]([CH2:42][CH2:43][CH2:44][CH3:45])[CH2:4][N:5]1[C:17]2[C:12](=[CH:13][C:14]([C:22](=[O:32])[C:23]3[C:24]([CH3:31])=[CH:25][C:26]([CH3:30])=[CH:27][C:28]=3[CH3:29])=[C:15]3[CH:21]=[CH:20][CH:19]=[CH:18][C:16]3=2)[C:11]2[C:6]1=[CH:7][CH:8]=[C:9]([C:33](=[O:41])[C:34]([C:35]1[CH:36]=[CH:37][CH:38]=[CH:39][CH:40]=1)=[N:46][OH:47])[CH:10]=2)[CH3:2]. The catalyst class is: 1. (7) Reactant: Cl.CN(C)CC[CH2:6][N:7]=[C:8]=[N:9][CH2:10][CH3:11].[CH3:13][O:14][C:15]1[CH:16]=[C:17]2[C:22](=[CH:23][C:24]=1[O:25][CH3:26])[N:21]=[CH:20][CH:19]=[C:18]2[O:27]C1C=CN=C(CC(O)=O)N=1.[NH2:38][C:39]1[CH:40]=[N:41][N:42]([CH2:44][CH3:45])[CH:43]=1.C(N(C(C)C)CC)(C)C.[OH:55][C:56]1[CH:61]=CC=C[N+]=1[O-]. Product: [CH2:44]([N:42]1[CH:43]=[C:39]([NH:38][C:56](=[O:55])[CH2:61][C:8]2[N:7]=[CH:6][C:11]([O:27][C:18]3[C:17]4[C:22](=[CH:23][C:24]([O:25][CH3:26])=[C:15]([O:14][CH3:13])[CH:16]=4)[N:21]=[CH:20][CH:19]=3)=[CH:10][N:9]=2)[CH:40]=[N:41]1)[CH3:45]. The catalyst class is: 3. (8) Reactant: [CH3:1][O:2][C:3]1[CH:4]=[C:5]([C:9]2[C:14]([CH2:15][C:16]([O:18][CH3:19])=[O:17])=[CH:13][CH:12]=[CH:11][N:10]=2)[CH:6]=[CH:7][CH:8]=1.C1C=C(Cl)C=C(C(OO)=[O:28])C=1. Product: [CH3:1][O:2][C:3]1[CH:4]=[C:5]([C:9]2[C:14]([CH2:15][C:16]([O:18][CH3:19])=[O:17])=[CH:13][CH:12]=[CH:11][N+:10]=2[O-:28])[CH:6]=[CH:7][CH:8]=1. The catalyst class is: 2. (9) Reactant: [NH2:1][CH:2]([CH2:6][CH2:7][C:8]([N:10]1[CH2:15][CH2:14][N:13]([C:16]([C:18]2[CH:23]=[CH:22][C:21]([CH2:24][CH2:25][CH2:26][CH3:27])=[CH:20][N:19]=2)=[O:17])[CH2:12][CH2:11]1)=[O:9])[C:3]([OH:5])=[O:4].C([O-])([O-])=O.[K+].[K+].[C:34](OC(=O)C)(=[O:36])[CH3:35].Cl. Product: [C:34]([NH:1][CH:2]([CH2:6][CH2:7][C:8]([N:10]1[CH2:15][CH2:14][N:13]([C:16]([C:18]2[CH:23]=[CH:22][C:21]([CH2:24][CH2:25][CH2:26][CH3:27])=[CH:20][N:19]=2)=[O:17])[CH2:12][CH2:11]1)=[O:9])[C:3]([OH:5])=[O:4])(=[O:36])[CH3:35]. The catalyst class is: 47. (10) Reactant: [OH:1][C:2]1[CH:7]=[CH:6][C:5]([CH2:8][CH2:9][C:10]([OH:12])=O)=[CH:4][CH:3]=1.[CH3:13][O:14][C:15]1[CH:16]=[C:17]([CH2:23][CH2:24][NH:25][CH3:26])[CH:18]=[CH:19][C:20]=1[O:21][CH3:22].CN(C(ON1N=NC2C=CC=CC1=2)=[N+](C)C)C.[B-](F)(F)(F)F.CCN(C(C)C)C(C)C.C(=O)([O-])O.[Na+]. Product: [CH3:13][O:14][C:15]1[CH:16]=[C:17]([CH2:23][CH2:24][N:25]([CH3:26])[C:10](=[O:12])[CH2:9][CH2:8][C:5]2[CH:4]=[CH:3][C:2]([OH:1])=[CH:7][CH:6]=2)[CH:18]=[CH:19][C:20]=1[O:21][CH3:22]. The catalyst class is: 39.